Dataset: Full USPTO retrosynthesis dataset with 1.9M reactions from patents (1976-2016). Task: Predict the reactants needed to synthesize the given product. Given the product [N:11]1[C:10]([C:5]2[CH:6]=[CH:7][CH:8]=[CH:9][C:4]=2[NH2:1])=[CH:18][N:13]2[CH:14]=[CH:15][CH:16]=[N:17][C:12]=12, predict the reactants needed to synthesize it. The reactants are: [N+:1]([C:4]1[CH:9]=[CH:8][CH:7]=[CH:6][C:5]=1[C:10]1[N:11]=[C:12]2[N:17]=[CH:16][CH:15]=[CH:14][N:13]2[CH:18]=1)([O-])=O.